Dataset: Forward reaction prediction with 1.9M reactions from USPTO patents (1976-2016). Task: Predict the product of the given reaction. (1) The product is: [F:1][C:2]1([F:23])[CH2:7][CH2:6][CH:5]([NH:8][C:9]2[N:11]=[C:12]([NH:14][CH:15]3[CH2:20][CH2:19][C:18]([F:21])([F:22])[CH2:17][CH2:16]3)[N:13]=[C:30]([C:27]3[CH:28]=[CH:29][N:25]([CH3:24])[N:26]=3)[N:10]=2)[CH2:4][CH2:3]1. Given the reactants [F:1][C:2]1([F:23])[CH2:7][CH2:6][CH:5]([NH:8][C:9]([NH:11][C:12]([NH:14][CH:15]2[CH2:20][CH2:19][C:18]([F:22])([F:21])[CH2:17][CH2:16]2)=[NH:13])=[NH:10])[CH2:4][CH2:3]1.[CH3:24][N:25]1[CH:29]=[CH:28][C:27]([C:30](OC)=O)=[N:26]1.C[O-].[Na+].O, predict the reaction product. (2) Given the reactants C([O:8][N:9]([CH2:12][C@@H:13]([CH2:17][CH2:18][CH2:19][CH3:20])[C:14](O)=[O:15])[CH:10]=[O:11])C1C=CC=CC=1.[NH:21]1[CH2:25][CH2:24][CH2:23][C@H:22]1[C:26]1[NH:27][C:28]2[CH:36]=[C:35]3[C:31]([CH:32]=[N:33][NH:34]3)=[CH:30][C:29]=2[N:37]=1, predict the reaction product. The product is: [NH:34]1[C:35]2[C:31](=[CH:30][C:29]3[N:37]=[C:26]([C@@H:22]4[CH2:23][CH2:24][CH2:25][N:21]4[C:14]([C@H:13]([CH2:17][CH2:18][CH2:19][CH3:20])[CH2:12][N:9]([OH:8])[CH:10]=[O:11])=[O:15])[NH:27][C:28]=3[CH:36]=2)[CH:32]=[N:33]1. (3) Given the reactants [C:1]([O:5][C:6]([N:8]1[CH2:13][CH2:12][N:11]([C:14]2[C:19]([N+:20]([O-])=O)=[CH:18][CH:17]=[CH:16][C:15]=2[Cl:23])[CH2:10][CH2:9]1)=[O:7])([CH3:4])([CH3:3])[CH3:2].C([O-])=O.[NH4+].CC(C)=O.C(Cl)Cl, predict the reaction product. The product is: [C:1]([O:5][C:6]([N:8]1[CH2:13][CH2:12][N:11]([C:14]2[C:15]([Cl:23])=[CH:16][CH:17]=[CH:18][C:19]=2[NH2:20])[CH2:10][CH2:9]1)=[O:7])([CH3:4])([CH3:2])[CH3:3]. (4) Given the reactants Cl[C:2]1[N:7]=[C:6]([CH3:8])[N:5]=[C:4]([NH:9][C:10]2[S:11][C:12]([C:15]([NH:17][C:18]3[C:23]([CH3:24])=[CH:22][CH:21]=[CH:20][C:19]=3[Cl:25])=[O:16])=[CH:13][N:14]=2)[CH:3]=1.[NH:26]1[CH2:31][CH2:30][NH:29][CH2:28][CH2:27]1.C(N(CC)C(C)C)(C)C, predict the reaction product. The product is: [Cl:25][C:19]1[CH:20]=[CH:21][CH:22]=[C:23]([CH3:24])[C:18]=1[NH:17][C:15]([C:12]1[S:11][C:10]([NH:9][C:4]2[CH:3]=[C:2]([N:26]3[CH2:31][CH2:30][NH:29][CH2:28][CH2:27]3)[N:7]=[C:6]([CH3:8])[N:5]=2)=[N:14][CH:13]=1)=[O:16]. (5) Given the reactants [N+:1]([C:4]1[CH:5]=[C:6]([OH:10])[CH:7]=[CH:8][CH:9]=1)([O-:3])=[O:2].Cl.Cl[CH2:13][CH2:14][N:15]1[CH2:20][CH2:19][O:18][CH2:17][CH2:16]1.C(=O)([O-])[O-].[K+].[K+], predict the reaction product. The product is: [N+:1]([C:4]1[CH:5]=[C:6]([CH:7]=[CH:8][CH:9]=1)[O:10][CH2:13][CH2:14][N:15]1[CH2:20][CH2:19][O:18][CH2:17][CH2:16]1)([O-:3])=[O:2]. (6) The product is: [CH3:1][O:2][C:3]1[CH:12]=[C:11]2[C:6]([C:7]([O:15][Si:16]([CH3:17])([CH3:19])[CH3:18])([C:13]#[N:14])[CH2:8][CH2:9][O:10]2)=[CH:5][CH:4]=1.[CH3:1][O:2][C:3]1[CH:12]=[C:11]2[C:6]([CH:21]([C:20]([OH:23])=[O:22])[CH2:8][CH2:9][O:10]2)=[CH:5][CH:4]=1. Given the reactants [CH3:1][O:2][C:3]1[CH:12]=[C:11]2[C:6]([C:7]([O:15][Si:16]([CH3:19])([CH3:18])[CH3:17])([C:13]#[N:14])[CH2:8][CH2:9][O:10]2)=[CH:5][CH:4]=1.[C:20]([OH:23])(=[O:22])[CH3:21], predict the reaction product.